From a dataset of Forward reaction prediction with 1.9M reactions from USPTO patents (1976-2016). Predict the product of the given reaction. (1) Given the reactants O=C(Cl)[O:3][C:4]([Cl:7])(Cl)[Cl:5].Cl.[Cl:10][CH2:11][CH2:12][N:13]([CH2:21][CH2:22][Cl:23])[C:14]1[CH:19]=[CH:18][C:17]([NH2:20])=[CH:16][CH:15]=1.CCN(CC)CC, predict the reaction product. The product is: [ClH:5].[Cl:10][CH2:11][CH2:12][N:13]([C:14]1[CH:15]=[CH:16][C:17]([NH:20][C:4]([Cl:7])=[O:3])=[CH:18][CH:19]=1)[CH2:21][CH2:22][Cl:23]. (2) Given the reactants [CH3:1][C:2]1[C:10]([C:11]2[CH:12]=[C:13]([NH:20][C:21]3[CH:26]=[CH:25][CH:24]=[C:23]([N:27]4[CH2:31][CH2:30][CH2:29][C@@H:28]4[CH3:32])[N:22]=3)[C:14]3[N:15]([CH:17]=[CH:18][N:19]=3)[N:16]=2)=[CH:9][CH:8]=[CH:7][C:3]=1[C:4]([O-:6])=[O:5].[OH-].[Na+], predict the reaction product. The product is: [CH3:1][C:2]1[C:10]([C:11]2[CH:12]=[C:13]([NH:20][C:21]3[CH:26]=[CH:25][CH:24]=[C:23]([N:27]4[CH2:31][CH2:30][CH2:29][C@@H:28]4[CH3:32])[N:22]=3)[C:14]3[N:15]([CH:17]=[CH:18][N:19]=3)[N:16]=2)=[CH:9][CH:8]=[CH:7][C:3]=1[C:4]([OH:6])=[O:5]. (3) Given the reactants Cl[C:2]1[N:11]=[C:10](Cl)[C:9]2[C:4](=[CH:5][CH:6]=[C:7]([CH3:13])[CH:8]=2)[N:3]=1.[F:14][CH:15]([CH2:18][NH2:19])[CH2:16][NH2:17].[S:20]1(=[O:31])[C:26]2[CH:27]=[CH:28][CH:29]=[CH:30][C:25]=2[CH2:24][NH:23][CH2:22][CH2:21]1, predict the reaction product. The product is: [F:14][CH:15]([CH2:18][NH2:19])[CH2:16][NH:17][C:10]1[C:9]2[C:4](=[CH:5][CH:6]=[C:7]([CH3:13])[CH:8]=2)[N:3]=[C:2]([N:23]2[CH2:24][C:25]3[CH:30]=[CH:29][CH:28]=[CH:27][C:26]=3[S:20](=[O:31])[CH2:21][CH2:22]2)[N:11]=1. (4) The product is: [C:2]1([Si:15]([Cl:18])([Cl:17])[Cl:16])[C:11]2[C:6](=[CH:7][CH:8]=[CH:9][CH:10]=2)[CH:5]=[CH:4][CH:3]=1. Given the reactants Br[C:2]1[C:11]2[C:6](=[CH:7][CH:8]=[CH:9][CH:10]=2)[CH:5]=[CH:4][CH:3]=1.[Mg].II.[Si:15](Cl)([Cl:18])([Cl:17])[Cl:16], predict the reaction product. (5) Given the reactants [F:1][C:2]1[CH:11]=[C:10]2[C:5]([CH2:6][CH2:7][CH2:8][CH:9]2[C:12]([OH:14])=O)=[CH:4][CH:3]=1.[CH3:15][N:16]([CH3:33])[C:17]1[CH:22]=[CH:21][C:20]([CH2:23][NH:24][C:25]2[CH:30]=[CH:29][C:28]([O:31][CH3:32])=[CH:27][CH:26]=2)=[CH:19][CH:18]=1, predict the reaction product. The product is: [CH3:15][N:16]([CH3:33])[C:17]1[CH:18]=[CH:19][C:20]([CH2:23][N:24]([C:25]2[CH:26]=[CH:27][C:28]([O:31][CH3:32])=[CH:29][CH:30]=2)[C:12]([CH:9]2[C:10]3[C:5](=[CH:4][CH:3]=[C:2]([F:1])[CH:11]=3)[CH2:6][CH2:7][CH2:8]2)=[O:14])=[CH:21][CH:22]=1. (6) Given the reactants [F:1][C:2]1[CH:22]=[CH:21][CH:20]=[CH:19][C:3]=1[CH2:4][O:5][C:6]1[C:7]2[N:8]([CH:15]=[C:16]([CH3:18])[N:17]=2)[CH:9]=[C:10]([C:12]([OH:14])=[O:13])[CH:11]=1.S(=O)(=O)(O)O.[CH2:28](O)[CH3:29], predict the reaction product. The product is: [F:1][C:2]1[CH:22]=[CH:21][CH:20]=[CH:19][C:3]=1[CH2:4][O:5][C:6]1[C:7]2[N:8]([CH:15]=[C:16]([CH3:18])[N:17]=2)[CH:9]=[C:10]([C:12]([O:14][CH2:28][CH3:29])=[O:13])[CH:11]=1. (7) Given the reactants [Cl:1][C:2]1[C:7]([CH2:8][OH:9])=[CH:6][CH:5]=[C:4]([Cl:10])[N:3]=1.C1C=CC(N=NC2C=CC(N)=NC=2N)=CC=1.Cl.[Cr](Cl)([O-])(=O)=O.C(OCC)C, predict the reaction product. The product is: [Cl:1][C:2]1[C:7]([CH:8]=[O:9])=[CH:6][CH:5]=[C:4]([Cl:10])[N:3]=1.